This data is from Catalyst prediction with 721,799 reactions and 888 catalyst types from USPTO. The task is: Predict which catalyst facilitates the given reaction. (1) The catalyst class is: 9. Reactant: [CH3:1][C:2]1[NH:6][C:5]([C:7]([O:9][CH2:10][CH3:11])=[O:8])=[CH:4][CH:3]=1.[CH2:12](Br)[C:13]1[CH:18]=[CH:17][CH:16]=[CH:15][CH:14]=1.[H-].[Na+]. Product: [CH2:12]([N:6]1[C:2]([CH3:1])=[CH:3][CH:4]=[C:5]1[C:7]([O:9][CH2:10][CH3:11])=[O:8])[C:13]1[CH:18]=[CH:17][CH:16]=[CH:15][CH:14]=1. (2) Reactant: C([O:3][C:4]([C:6]1[N:11]=[C:10]2[N:12]([CH3:15])[N:13]=[CH:14][C:9]2=[C:8]([NH:16][C:17]2[CH:22]=[C:21]([C:23](=[O:35])[NH:24][C:25]3[CH:30]=[CH:29][CH:28]=[C:27]([C:31]([F:34])([F:33])[F:32])[CH:26]=3)[CH:20]=[CH:19][C:18]=2[CH3:36])[N:7]=1)=O)C.[NH3:37]. Product: [CH3:15][N:12]1[C:10]2=[N:11][C:6]([C:4]([NH2:37])=[O:3])=[N:7][C:8]([NH:16][C:17]3[CH:22]=[C:21]([C:23](=[O:35])[NH:24][C:25]4[CH:30]=[CH:29][CH:28]=[C:27]([C:31]([F:34])([F:33])[F:32])[CH:26]=4)[CH:20]=[CH:19][C:18]=3[CH3:36])=[C:9]2[CH:14]=[N:13]1. The catalyst class is: 5. (3) Reactant: [Cl:1][C:2]1[CH:7]=[CH:6][C:5]([C:8]2([NH:11][C:12]3[N:17]=[C:16]([O:18][CH2:19][C:20]([F:23])([F:22])[F:21])[N:15]=[C:14]([NH:24][C:25]4[CH:33]=[CH:32][C:28]([C:29]([OH:31])=O)=[CH:27][CH:26]=4)[N:13]=3)[CH2:10][CH2:9]2)=[CH:4][CH:3]=1.CN(C(ON1N=NC2C=CC=CC1=2)=[N+](C)C)C.[B-](F)(F)(F)F.NC[CH2:58][N:59]=[C:60]([NH:69][C:70](OC(C)(C)C)=O)[NH:61]C(OC(C)(C)C)=O.CCN(C(C)C)C(C)C. Product: [Cl:1][C:2]1[CH:3]=[CH:4][C:5]([C:8]2([NH:11][C:12]3[N:17]=[C:16]([O:18][CH2:19][C:20]([F:21])([F:23])[F:22])[N:15]=[C:14]([NH:24][C:25]4[CH:26]=[CH:27][C:28]([C:29]([N:59]5[CH2:58][CH2:70][NH:69][C:60]5=[NH:61])=[O:31])=[CH:32][CH:33]=4)[N:13]=3)[CH2:10][CH2:9]2)=[CH:6][CH:7]=1. The catalyst class is: 3. (4) Reactant: [F:1][C:2]1[CH:7]=[CH:6][C:5]([C:8]2[CH:9]=[CH:10][C:11]([N:14]3[CH2:19][CH2:18][CH:17]([CH2:20][CH2:21][NH:22][C:23](=O)[O:24]C4C=CC([N+]([O-])=O)=CC=4)[CH2:16][CH2:15]3)=[N:12][CH:13]=2)=[CH:4][CH:3]=1.C(N(CC)C(C)C)(C)C.[C:44]([C:47]1[CH:51]=[C:50]([CH2:52][OH:53])[O:49][N:48]=1)(=[O:46])[NH2:45]. Product: [F:1][C:2]1[CH:3]=[CH:4][C:5]([C:8]2[CH:9]=[CH:10][C:11]([N:14]3[CH2:15][CH2:16][CH:17]([CH2:20][CH2:21][NH:22][C:23](=[O:24])[O:53][CH2:52][C:50]4[O:49][N:48]=[C:47]([C:44](=[O:46])[NH2:45])[CH:51]=4)[CH2:18][CH2:19]3)=[N:12][CH:13]=2)=[CH:6][CH:7]=1. The catalyst class is: 26.